Dataset: Peptide-MHC class I binding affinity with 185,985 pairs from IEDB/IMGT. Task: Regression. Given a peptide amino acid sequence and an MHC pseudo amino acid sequence, predict their binding affinity value. This is MHC class I binding data. (1) The peptide sequence is MIKYCLLKILK. The MHC is HLA-B40:02 with pseudo-sequence HLA-B40:02. The binding affinity (normalized) is 0.0847. (2) The peptide sequence is IVNAANIHLK. The MHC is HLA-A03:01 with pseudo-sequence HLA-A03:01. The binding affinity (normalized) is 0.636. (3) The peptide sequence is YQHTHKAIL. The MHC is H-2-Kb with pseudo-sequence H-2-Kb. The binding affinity (normalized) is 0.116. (4) The peptide sequence is LLSKNTFYL. The MHC is HLA-A02:16 with pseudo-sequence HLA-A02:16. The binding affinity (normalized) is 1.00. (5) The peptide sequence is KDPLITSGC. The MHC is HLA-B44:02 with pseudo-sequence HLA-B44:02. The binding affinity (normalized) is 0. (6) The peptide sequence is AQPAPQAPY. The MHC is HLA-B57:01 with pseudo-sequence HLA-B57:01. The binding affinity (normalized) is 0.213. (7) The peptide sequence is GMFTNRSGFQ. The MHC is HLA-A66:01 with pseudo-sequence HLA-A66:01. The binding affinity (normalized) is 0. (8) The peptide sequence is MAILGETAW. The MHC is HLA-B53:01 with pseudo-sequence HLA-B53:01. The binding affinity (normalized) is 0.819.